Dataset: Catalyst prediction with 721,799 reactions and 888 catalyst types from USPTO. Task: Predict which catalyst facilitates the given reaction. (1) Reactant: [Cl-].[Al+3].[Cl-].[Cl-].C(S)CCCCCCCCCCC.[CH3:18][O:19][C:20](=[O:31])[C:21]1[CH:26]=[C:25]([Cl:27])[C:24]([O:28]C)=[CH:23][C:22]=1[OH:30]. Product: [CH3:18][O:19][C:20](=[O:31])[C:21]1[CH:26]=[C:25]([Cl:27])[C:24]([OH:28])=[CH:23][C:22]=1[OH:30]. The catalyst class is: 11. (2) Reactant: C(N(CC)CC)C.[NH2:8][CH2:9][CH2:10][CH2:11][O:12][C:13]1[CH:30]=[CH:29][C:16]2[N:17]([CH2:27][CH3:28])[C:18](=[O:26])[C:19]([CH3:25])([CH3:24])[C:20](=[O:23])[N:21]([CH3:22])[C:15]=2[CH:14]=1.[N+:31]([C:34]1[CH:39]=[CH:38][CH:37]=[CH:36][C:35]=1[S:40](Cl)(=[O:42])=[O:41])([O-:33])=[O:32]. Product: [CH2:27]([N:17]1[C:18](=[O:26])[C:19]([CH3:24])([CH3:25])[C:20](=[O:23])[N:21]([CH3:22])[C:15]2[CH:14]=[C:13]([O:12][CH2:11][CH2:10][CH2:9][NH:8][S:40]([C:35]3[CH:36]=[CH:37][CH:38]=[CH:39][C:34]=3[N+:31]([O-:33])=[O:32])(=[O:41])=[O:42])[CH:30]=[CH:29][C:16]1=2)[CH3:28]. The catalyst class is: 46. (3) Reactant: [CH3:1][C:2]1([CH3:22])[C:6]2([CH2:10][CH2:9][N:8](C(OCC3C=CC=CC=3)=O)[CH2:7]2)[O:5][C:4](=[O:21])[NH:3]1.[H][H]. Product: [CH3:1][C:2]1([CH3:22])[C:6]2([CH2:10][CH2:9][NH:8][CH2:7]2)[O:5][C:4](=[O:21])[NH:3]1. The catalyst class is: 19. (4) Reactant: [CH3:1][O:2][C:3]([C:5]1[CH:22]=[CH:21][CH:20]=[CH:19][C:6]=1[CH2:7][O:8][C:9]1[CH:14]=[CH:13][C:12]([CH2:15][C:16]([OH:18])=O)=[CH:11][CH:10]=1)=[O:4].[F:23][C:24]([F:34])([F:33])[C:25]1[CH:32]=[CH:31][C:28]([CH2:29][NH2:30])=[CH:27][CH:26]=1.C(Cl)CCl.Cl. Product: [O:18]=[C:16]([NH:30][CH2:29][C:28]1[CH:27]=[CH:26][C:25]([C:24]([F:23])([F:33])[F:34])=[CH:32][CH:31]=1)[CH2:15][C:12]1[CH:11]=[CH:10][C:9]([O:8][CH2:7][C:6]2[CH:19]=[CH:20][CH:21]=[CH:22][C:5]=2[C:3]([O:2][CH3:1])=[O:4])=[CH:14][CH:13]=1. The catalyst class is: 808.